Task: Predict the product of the given reaction.. Dataset: Forward reaction prediction with 1.9M reactions from USPTO patents (1976-2016) Given the reactants [CH3:1][N:2]([C:9]1[CH:14]=[CH:13][C:12]([C@@H:15]2[O:20][CH2:19][CH2:18][N:17]([C@@H](C3C=CC=CC=3)C)[CH2:16]2)=[CH:11][CH:10]=1)[C:3]1[CH:8]=[CH:7][CH:6]=[CH:5][N:4]=1.C([O-])=O.[NH4+].CO.O, predict the reaction product. The product is: [CH3:1][N:2]([C:9]1[CH:10]=[CH:11][C:12]([C@@H:15]2[O:20][CH2:19][CH2:18][NH:17][CH2:16]2)=[CH:13][CH:14]=1)[C:3]1[CH:8]=[CH:7][CH:6]=[CH:5][N:4]=1.